This data is from Peptide-MHC class I binding affinity with 185,985 pairs from IEDB/IMGT. The task is: Regression. Given a peptide amino acid sequence and an MHC pseudo amino acid sequence, predict their binding affinity value. This is MHC class I binding data. The peptide sequence is LLRLFLNAL. The MHC is HLA-B08:01 with pseudo-sequence HLA-B08:01. The binding affinity (normalized) is 0.363.